This data is from TCR-epitope binding with 47,182 pairs between 192 epitopes and 23,139 TCRs. The task is: Binary Classification. Given a T-cell receptor sequence (or CDR3 region) and an epitope sequence, predict whether binding occurs between them. (1) The epitope is FVDGVPFVV. The TCR CDR3 sequence is CASSKKGRLRNEQFF. Result: 0 (the TCR does not bind to the epitope). (2) The epitope is YIFFASFYY. The TCR CDR3 sequence is CASSSQNTAEAFF. Result: 0 (the TCR does not bind to the epitope). (3) The epitope is VLWAHGFEL. The TCR CDR3 sequence is CASSYGSGSLDTQYF. Result: 1 (the TCR binds to the epitope). (4) The epitope is LPRRSGAAGA. The TCR CDR3 sequence is CSVEVEGAASYEQYF. Result: 1 (the TCR binds to the epitope). (5) The epitope is ITEEVGHTDLMAAY. The TCR CDR3 sequence is CASSQVLDRTSGANVLTF. Result: 1 (the TCR binds to the epitope). (6) The epitope is RLRAEAQVK. The TCR CDR3 sequence is CSASPGDYEQYF. Result: 1 (the TCR binds to the epitope).